This data is from Reaction yield outcomes from USPTO patents with 853,638 reactions. The task is: Predict the reaction yield, written as a fraction of the theoretical maximum amount of product (1.0 means a 100% yield; for example, 0.34 means a 34% yield). (1) The reactants are [NH:1]1[CH:5]=[CH:4][N:3]=[N:2]1.C(=O)([O-])[O-].[K+].[K+].[I-].[K+].Br[CH2:15][CH2:16][CH2:17][OH:18]. The catalyst is O1CCOCC1. The product is [N:1]1([CH2:15][CH2:16][CH2:17][OH:18])[CH:5]=[CH:4][N:3]=[N:2]1. The yield is 0.680. (2) The catalyst is C1C=CC=CC=1.C1(C)C=CC=CC=1. The yield is 0.360. The reactants are [Cl-].[NH4+:2].C[Al](C)C.C[O:8][C:9]([CH:11]1[CH2:16][CH2:15][CH:14]([CH3:17])[N:13]([C:18]([O:20][CH2:21][C:22]2[CH:27]=[CH:26][CH:25]=[CH:24][CH:23]=2)=[O:19])[CH:12]1[C:28]1[CH:33]=[CH:32][CH:31]=[CH:30][CH:29]=1)=O. The product is [CH2:21]([O:20][C:18]([N:13]1[C@H:14]([CH3:17])[CH2:15][CH2:16][C@@H:11]([C:9](=[O:8])[NH2:2])[C@@H:12]1[C:28]1[CH:33]=[CH:32][CH:31]=[CH:30][CH:29]=1)=[O:19])[C:22]1[CH:27]=[CH:26][CH:25]=[CH:24][CH:23]=1. (3) The reactants are [Cl:1][C:2]1[N:7]=[N:6][C:5]([NH2:8])=[CH:4][CH:3]=1.Br[CH2:10][C:11]([C:13]1[CH:18]=[CH:17][C:16]([C:19]([F:22])([F:21])[F:20])=[C:15]([N+:23]([O-:25])=[O:24])[CH:14]=1)=O. The catalyst is C(#N)C. The product is [Cl:1][C:2]1[CH:3]=[CH:4][C:5]2=[N:8][C:11]([C:13]3[CH:18]=[CH:17][C:16]([C:19]([F:22])([F:21])[F:20])=[C:15]([N+:23]([O-:25])=[O:24])[CH:14]=3)=[CH:10][N:6]2[N:7]=1. The yield is 0.730. (4) The reactants are C[Si]([N-][Si](C)(C)C)(C)C.[Li+].[CH3:11][C:12]1([C:27]([O-:29])=[O:28])[CH2:16][CH2:15][N:14]([C:17]([O:19][CH2:20][C:21]2[CH:26]=[CH:25][CH:24]=[CH:23][CH:22]=2)=[O:18])[CH2:13]1.[CH3:30]I.[Cl-].[NH4+]. The catalyst is C1COCC1. The product is [CH3:11][C:12]1([C:27]([O:29][CH3:30])=[O:28])[CH2:16][CH2:15][N:14]([C:17]([O:19][CH2:20][C:21]2[CH:26]=[CH:25][CH:24]=[CH:23][CH:22]=2)=[O:18])[CH2:13]1. The yield is 0.750. (5) The reactants are [Cl:1][C:2]1[C:3]([O:19][C@H:20]2[CH2:25][CH2:24][CH2:23][CH2:22][C@@H:21]2[C:26]2[N:30](COCCOC)[N:29]=[CH:28][CH:27]=2)=[CH:4][C:5]([F:18])=[C:6]([S:8]([NH:11][C:12]2[CH:17]=[CH:16][N:15]=[CH:14][N:13]=2)(=[O:10])=[O:9])[CH:7]=1. The catalyst is Cl.CO. The product is [Cl:1][C:2]1[C:3]([O:19][C@H:20]2[CH2:25][CH2:24][CH2:23][CH2:22][C@@H:21]2[C:26]2[NH:30][N:29]=[CH:28][CH:27]=2)=[CH:4][C:5]([F:18])=[C:6]([S:8]([NH:11][C:12]2[CH:17]=[CH:16][N:15]=[CH:14][N:13]=2)(=[O:10])=[O:9])[CH:7]=1. The yield is 0.800. (6) The reactants are [CH3:1][C:2]1[CH:7]=[CH:6][C:5]([CH3:8])=[CH:4][C:3]=1[CH:9](Cl)[CH3:10].[SH:12][C:13]1[CH:18]=[CH:17][CH:16]=[CH:15][N+:14]=1[O-:19].[Na]. No catalyst specified. The product is [CH3:1][C:2]1[CH:7]=[CH:6][C:5]([CH3:8])=[CH:4][C:3]=1[CH:9]([S:12][C:13]1[CH:18]=[CH:17][CH:16]=[CH:15][N+:14]=1[O-:19])[CH3:10]. The yield is 0.830. (7) The reactants are [NH2:1][CH2:2][CH2:3][CH2:4][C:5]1([C:23]2[CH:28]=[CH:27][CH:26]=[CH:25][CH:24]=2)[N:9]([C:10](=[O:14])[CH:11]([CH3:13])[CH3:12])[N:8]=[C:7]([C:15]2[CH:20]=[C:19]([F:21])[CH:18]=[CH:17][C:16]=2[F:22])[O:6]1.[CH3:29][C:30]([CH3:32])=O.C(O[BH-](OC(=O)C)OC(=O)C)(=O)C.[Na+]. The catalyst is C(#N)C.C([O-])([O-])=O.[Na+].[Na+]. The product is [F:22][C:16]1[CH:17]=[CH:18][C:19]([F:21])=[CH:20][C:15]=1[C:7]1[O:6][C:5]([CH2:4][CH2:3][CH2:2][NH:1][CH:30]([CH3:32])[CH3:29])([C:23]2[CH:28]=[CH:27][CH:26]=[CH:25][CH:24]=2)[N:9]([C:10](=[O:14])[CH:11]([CH3:13])[CH3:12])[N:8]=1. The yield is 0.250. (8) The reactants are C(OC([NH:8][C@H:9]([CH2:29][C:30]1[CH:35]=[CH:34][C:33]([O:36][CH3:37])=[CH:32][CH:31]=1)[C:10]([N:12]1[CH2:17][CH2:16][C:15]([CH:23]2[CH2:28][CH2:27][CH2:26][CH2:25][CH2:24]2)([C:18]([O:20][CH2:21][CH3:22])=[O:19])[CH2:14][CH2:13]1)=[O:11])=O)(C)(C)C.[F:38][C:39]([F:44])([F:43])[C:40]([OH:42])=[O:41]. The catalyst is ClCCl. The product is [F:38][C:39]([F:44])([F:43])[C:40]([OH:42])=[O:41].[NH2:8][C@H:9]([CH2:29][C:30]1[CH:35]=[CH:34][C:33]([O:36][CH3:37])=[CH:32][CH:31]=1)[C:10]([N:12]1[CH2:17][CH2:16][C:15]([CH:23]2[CH2:28][CH2:27][CH2:26][CH2:25][CH2:24]2)([C:18]([O:20][CH2:21][CH3:22])=[O:19])[CH2:14][CH2:13]1)=[O:11]. The yield is 0.780. (9) The reactants are [NH2:1][C:2]1[CH:25]=[CH:24][C:5]([O:6][C:7]2[C:16]3[C:11](=[CH:12][C:13]([O:19][CH2:20][CH2:21][O:22][CH3:23])=[C:14]([C:17]#[N:18])[CH:15]=3)[N:10]=[CH:9][CH:8]=2)=[CH:4][CH:3]=1.N1C=CC=CC=1.Cl[C:33]([O:35][C:36]1[CH:41]=[CH:40][CH:39]=[CH:38][CH:37]=1)=[O:34].O. The yield is 0.952. The catalyst is CN(C)C=O.CCCCCC.C(OCC)(=O)C. The product is [C:17]([C:14]1[CH:15]=[C:16]2[C:11](=[CH:12][C:13]=1[O:19][CH2:20][CH2:21][O:22][CH3:23])[N:10]=[CH:9][CH:8]=[C:7]2[O:6][C:5]1[CH:4]=[CH:3][C:2]([NH:1][C:33](=[O:34])[O:35][C:36]2[CH:41]=[CH:40][CH:39]=[CH:38][CH:37]=2)=[CH:25][CH:24]=1)#[N:18]. (10) The reactants are Cl[CH2:2][C:3]1[CH:8]=[CH:7][C:6]([C:9]2[C:10]([NH:15][S:16]([C:19]3[CH:24]=[CH:23][CH:22]=[CH:21][C:20]=3[C:25]([F:28])([F:27])[F:26])(=[O:18])=[O:17])=[N:11][CH:12]=[CH:13][N:14]=2)=[CH:5][CH:4]=1.[F:29][C:30]1[CH:35]=[CH:34][C:33]([OH:36])=[CH:32][CH:31]=1. No catalyst specified. The product is [F:29][C:30]1[CH:35]=[CH:34][C:33]([O:36][CH2:2][C:3]2[CH:8]=[CH:7][C:6]([C:9]3[C:10]([NH:15][S:16]([C:19]4[CH:24]=[CH:23][CH:22]=[CH:21][C:20]=4[C:25]([F:28])([F:27])[F:26])(=[O:18])=[O:17])=[N:11][CH:12]=[CH:13][N:14]=3)=[CH:5][CH:4]=2)=[CH:32][CH:31]=1. The yield is 0.670.